This data is from Catalyst prediction with 721,799 reactions and 888 catalyst types from USPTO. The task is: Predict which catalyst facilitates the given reaction. Reactant: [CH2:1]([CH:3]1[C:12]2[C:7](=[C:8]([CH3:14])[CH:9]=[CH:10][C:11]=2[CH3:13])[S:6][CH2:5][CH2:4]1)[CH3:2].[Cl-].[Al+3].[Cl-].[Cl-].[C:19](Cl)(=[O:21])[CH3:20].Cl. Product: [C:19]([C:10]1[C:11]([CH3:13])=[C:12]2[C:7](=[C:8]([CH3:14])[CH:9]=1)[S:6][CH2:5][CH2:4][CH:3]2[CH2:1][CH3:2])(=[O:21])[CH3:20]. The catalyst class is: 4.